From a dataset of Forward reaction prediction with 1.9M reactions from USPTO patents (1976-2016). Predict the product of the given reaction. Given the reactants O1CCOCC1.Br[C:8]1[CH:9]=[C:10]([CH3:15])[C:11]([NH2:14])=[N:12][CH:13]=1.[I-:16].[Na+].CC(C)(N)C(C)(C)N, predict the reaction product. The product is: [I:16][C:8]1[CH:9]=[C:10]([CH3:15])[C:11]([NH2:14])=[N:12][CH:13]=1.